Dataset: Reaction yield outcomes from USPTO patents with 853,638 reactions. Task: Predict the reaction yield, written as a fraction of the theoretical maximum amount of product (1.0 means a 100% yield; for example, 0.34 means a 34% yield). The reactants are O[CH2:2][CH2:3][N:4]1[C:8]2[CH:9]=[CH:10][C:11]([N+:13]([O-:15])=[O:14])=[CH:12][C:7]=2[N:6]=[CH:5]1.C1(P(C2C=CC=CC=2)C2C=CC=CC=2)C=CC=CC=1.CCOC(/N=N/C(OCC)=O)=O.[C:47]1(=[O:57])[NH:51][C:50](=[O:52])[C:49]2=[CH:53][CH:54]=[CH:55][CH:56]=[C:48]12. The catalyst is CCCCCC.CCOC(C)=O. The product is [C:47]1(=[O:57])[N:51]([CH2:2][CH2:3][N:4]2[C:8]3[CH:9]=[CH:10][C:11]([N+:13]([O-:15])=[O:14])=[CH:12][C:7]=3[N:6]=[CH:5]2)[C:50](=[O:52])[C:49]2=[CH:53][CH:54]=[CH:55][CH:56]=[C:48]12. The yield is 0.820.